Dataset: Reaction yield outcomes from USPTO patents with 853,638 reactions. Task: Predict the reaction yield, written as a fraction of the theoretical maximum amount of product (1.0 means a 100% yield; for example, 0.34 means a 34% yield). (1) The reactants are Cl[C:2]1[N:11]=[C:10]([NH:12][CH2:13][CH:14]([C:21]2[CH:26]=[CH:25][CH:24]=[CH:23][CH:22]=2)[C:15]2[CH:20]=[CH:19][CH:18]=[CH:17][CH:16]=2)[C:9]2[C:4](=[CH:5][C:6]([O:29][CH3:30])=[C:7]([O:27][CH3:28])[CH:8]=2)[N:3]=1.[N:31]1[CH:36]=[CH:35][CH:34]=[C:33](B(O)O)[CH:32]=1.C(NC1C2C(=CC=CC=2)N=C(C2SC3C=CC=CC=3C=2)N=1)(C1C=CC=CC=1)C1C=CC=CC=1. The catalyst is C1CCCCC1.CCOC(C)=O. The product is [C:15]1([CH:14]([C:21]2[CH:26]=[CH:25][CH:24]=[CH:23][CH:22]=2)[CH2:13][NH:12][C:10]2[C:9]3[C:4](=[CH:5][C:6]([O:29][CH3:30])=[C:7]([O:27][CH3:28])[CH:8]=3)[N:3]=[C:2]([C:33]3[CH:32]=[N:31][CH:36]=[CH:35][CH:34]=3)[N:11]=2)[CH:20]=[CH:19][CH:18]=[CH:17][CH:16]=1. The yield is 0.820. (2) The reactants are [F:1][C:2]([F:21])([F:20])[O:3][C:4]1[CH:9]=[CH:8][C:7]([C:10]2[S:11][CH:12]=[C:13]([C:15](OCC)=[O:16])[N:14]=2)=[CH:6][CH:5]=1.[Li+].[BH4-].[OH-].[Na+]. The catalyst is CC1OCCC1.C1COCC1.CCOC(C)=O. The product is [F:21][C:2]([F:1])([F:20])[O:3][C:4]1[CH:9]=[CH:8][C:7]([C:10]2[S:11][CH:12]=[C:13]([CH2:15][OH:16])[N:14]=2)=[CH:6][CH:5]=1. The yield is 0.970. (3) The reactants are [C:1]([N:4]1[C:13]2[C:8](=[CH:9][C:10]([C:16](O)=[O:17])=[C:11]([O:14][CH3:15])[CH:12]=2)[CH:7]([NH:19][C:20]2[N:25]=[C:24]([CH3:26])[CH:23]=[CH:22][N:21]=2)[CH:6]([CH3:27])[CH:5]1[CH:28]1[CH2:30][CH2:29]1)(=[O:3])[CH3:2].C[N:32](C(ON1N=NC2C=CC=NC1=2)=[N+](C)C)C.F[P-](F)(F)(F)(F)F.CCN(C(C)C)C(C)C.[Cl-].[NH4+]. The catalyst is CN(C)C=O. The product is [C:1]([N:4]1[C:13]2[C:8](=[CH:9][C:10]([C:16]([NH2:32])=[O:17])=[C:11]([O:14][CH3:15])[CH:12]=2)[CH:7]([NH:19][C:20]2[N:25]=[C:24]([CH3:26])[CH:23]=[CH:22][N:21]=2)[CH:6]([CH3:27])[CH:5]1[CH:28]1[CH2:29][CH2:30]1)(=[O:3])[CH3:2]. The yield is 0.780. (4) The reactants are CCN=C=NCCCN(C)C.[F:12][C:13]1[CH:18]=[CH:17][CH:16]=[CH:15][C:14]=1[NH:19][C:20]1[O:24][C:23]([C:25]([NH:27][C:28]2[CH:29]=[N:30][C:31]([N:34]3[CH2:39][CH2:38][NH:37][CH2:36][CH2:35]3)=[CH:32][CH:33]=2)=[O:26])=[N:22][N:21]=1.[C:40](O)(=[O:43])[CH2:41][OH:42].C1C=CC2N(O)N=NC=2C=1. The catalyst is CN(C=O)C.O. The product is [F:12][C:13]1[CH:18]=[CH:17][CH:16]=[CH:15][C:14]=1[NH:19][C:20]1[O:24][C:23]([C:25]([NH:27][C:28]2[CH:29]=[N:30][C:31]([N:34]3[CH2:39][CH2:38][N:37]([C:41](=[O:42])[CH2:40][OH:43])[CH2:36][CH2:35]3)=[CH:32][CH:33]=2)=[O:26])=[N:22][N:21]=1. The yield is 0.650. (5) The reactants are [CH3:1][N:2]1[C:6]2[CH2:7][NH:8][CH2:9][CH2:10][C:5]=2[CH:4]=[N:3]1.Br[C:12]1[CH:13]=[C:14]([CH:30]=[CH:31][CH:32]=1)[O:15][CH2:16][CH:17]([OH:29])[CH2:18][N:19]1[CH2:28][CH2:27][C:26]2[C:21](=[CH:22][CH:23]=[CH:24][CH:25]=2)[CH2:20]1.C([O-])([O-])=O.[Cs+].[Cs+].CC(OC1C=CC=C(OC(C)C)C=1C1C(P(C2CCCCC2)C2CCCCC2)=CC=CC=1)C. The catalyst is O1CCOCC1.O. The product is [CH2:20]1[C:21]2[C:26](=[CH:25][CH:24]=[CH:23][CH:22]=2)[CH2:27][CH2:28][N:19]1[CH2:18][CH:17]([OH:29])[CH2:16][O:15][C:14]1[CH:30]=[CH:31][CH:32]=[C:12]([N:8]2[CH2:9][CH2:10][C:5]3[CH:4]=[N:3][N:2]([CH3:1])[C:6]=3[CH2:7]2)[CH:13]=1. The yield is 0.186. (6) The reactants are N#N.CCN=C=NCCCN(C)C.Cl.CCN(CC)CC.[CH3:22][O:23][C:24]1[CH:25]=[C:26]([CH2:34][CH2:35][C:36]([OH:38])=O)[CH:27]=[C:28]([O:32][CH3:33])[C:29]=1[O:30][CH3:31].[CH3:39][O:40][C:41](=[O:49])[C:42]1[CH:47]=[CH:46][C:45]([NH2:48])=[CH:44][CH:43]=1. The catalyst is C(Cl)Cl.CN(C1C=CN=CC=1)C. The product is [CH3:39][O:40][C:41](=[O:49])[C:42]1[CH:47]=[CH:46][C:45]([NH:48][C:36](=[O:38])[CH2:35][CH2:34][C:26]2[CH:27]=[C:28]([O:32][CH3:33])[C:29]([O:30][CH3:31])=[C:24]([O:23][CH3:22])[CH:25]=2)=[CH:44][CH:43]=1. The yield is 0.880. (7) The reactants are [Cl:1][C:2]1[CH:7]=[C:6]([Cl:8])[CH:5]=[CH:4][C:3]=1[C:9]([NH:11][C:12]1[CH:17]=[CH:16][C:15]([C:18]([F:21])([F:20])[F:19])=[CH:14][CH:13]=1)=[NH:10].Br[CH:23]([CH3:31])[C:24](=O)[C:25]([O:27][CH2:28][CH3:29])=[O:26].C([O-])(O)=O.[Na+]. The catalyst is CC(O)C. The product is [Cl:1][C:2]1[CH:7]=[C:6]([Cl:8])[CH:5]=[CH:4][C:3]=1[C:9]1[N:11]([C:12]2[CH:13]=[CH:14][C:15]([C:18]([F:21])([F:19])[F:20])=[CH:16][CH:17]=2)[C:23]([CH3:31])=[C:24]([C:25]([O:27][CH2:28][CH3:29])=[O:26])[N:10]=1. The yield is 0.520. (8) The reactants are O[C:2]1([CH2:15][CH2:16][S:17]([C:20]2[CH:25]=[CH:24][C:23]([S:26]([CH3:29])(=[O:28])=[O:27])=[CH:22][CH:21]=2)(=[O:19])=[O:18])[CH2:7][CH2:6][N:5]([C:8]([O:10][C:11]([CH3:14])([CH3:13])[CH3:12])=[O:9])[CH2:4][CH2:3]1.C(N(S(F)(F)[F:36])CC)C.C(=O)(O)[O-].[Na+]. The catalyst is ClCCl. The product is [F:36][C:2]1([CH2:15][CH2:16][S:17]([C:20]2[CH:25]=[CH:24][C:23]([S:26]([CH3:29])(=[O:28])=[O:27])=[CH:22][CH:21]=2)(=[O:19])=[O:18])[CH2:7][CH2:6][N:5]([C:8]([O:10][C:11]([CH3:14])([CH3:13])[CH3:12])=[O:9])[CH2:4][CH2:3]1. The yield is 1.00. (9) The reactants are C(OC([NH:8][CH:9]1[CH2:14][CH2:13][N:12]([CH2:15][CH2:16][N:17]2[C:22]3[CH:23]=[C:24]([C:27]([O:29][CH3:30])=[O:28])[CH:25]=[CH:26][C:21]=3[O:20][CH2:19][C:18]2=[O:31])[CH2:11][CH2:10]1)=O)(C)(C)C.NC1CCN(CCN2C3C(=CC=C(C#N)C=3)C=CC2=O)CC1. No catalyst specified. The product is [NH2:8][CH:9]1[CH2:14][CH2:13][N:12]([CH2:15][CH2:16][N:17]2[C:22]3[CH:23]=[C:24]([C:27]([O:29][CH3:30])=[O:28])[CH:25]=[CH:26][C:21]=3[O:20][CH2:19][C:18]2=[O:31])[CH2:11][CH2:10]1. The yield is 1.00.